This data is from Reaction yield outcomes from USPTO patents with 853,638 reactions. The task is: Predict the reaction yield, written as a fraction of the theoretical maximum amount of product (1.0 means a 100% yield; for example, 0.34 means a 34% yield). (1) The reactants are [CH:1]1([N:6]2[C:14]3[CH:13]=[C:12]([CH2:15]O)[CH:11]=[C:10]([C:17]([NH:19][CH2:20][C:21]4[C:22](=[O:29])[NH:23][C:24]([CH3:28])=[CH:25][C:26]=4[CH3:27])=[O:18])[C:9]=3[CH:8]=[N:7]2)[CH2:5][CH2:4][CH2:3][CH2:2]1.C1(P(C2C=CC=CC=2)C2C=CC=CC=2)C=CC=CC=1.C(Br)(Br)(Br)[Br:50]. The catalyst is C(Cl)Cl. The product is [Br:50][CH2:15][C:12]1[CH:11]=[C:10]([C:17]([NH:19][CH2:20][C:21]2[C:22](=[O:29])[NH:23][C:24]([CH3:28])=[CH:25][C:26]=2[CH3:27])=[O:18])[C:9]2[CH:8]=[N:7][N:6]([CH:1]3[CH2:5][CH2:4][CH2:3][CH2:2]3)[C:14]=2[CH:13]=1. The yield is 0.518. (2) The reactants are [CH3:1][C:2]1([CH3:9])[C:6]([CH3:8])([CH3:7])[O:5][BH:4][O:3]1.[C:10]([C:12]1[CH:17]=[CH:16][C:15]([CH2:18][N:19]([CH3:21])[CH3:20])=[CH:14][CH:13]=1)#[CH:11]. The catalyst is C1(C)C=CC=CC=1. The product is [CH3:20][N:19]([CH3:21])[CH2:18][C:15]1[CH:16]=[CH:17][C:12](/[CH:10]=[CH:11]/[B:4]2[O:5][C:6]([CH3:8])([CH3:7])[C:2]([CH3:9])([CH3:1])[O:3]2)=[CH:13][CH:14]=1. The yield is 0.200. (3) The reactants are [H-].[Na+].[F:3][C:4]1[CH:9]=[C:8]([NH2:10])[CH:7]=[CH:6][C:5]=1[OH:11].[Cl:12][C:13]1[CH:18]=[C:17]([N+]([O-])=O)[CH:16]=[CH:15][N:14]=1. The catalyst is CN(C=O)C. The product is [Cl:12][C:13]1[CH:18]=[C:17]([O:11][C:5]2[CH:6]=[CH:7][C:8]([NH2:10])=[CH:9][C:4]=2[F:3])[CH:16]=[CH:15][N:14]=1. The yield is 0.760. (4) The reactants are Br[C:2]1[CH:9]=[N:8][CH:7]=[C:6]([Br:10])[C:3]=1[CH:4]=[O:5].[CH3:11][C:12]1([CH3:25])[CH2:23][C:22]2[CH:21]=[C:20]3[N:15]([CH2:16][CH2:17][NH:18][C:19]3=[O:24])[C:14]=2[CH2:13]1.C(=O)([O-])[O-].[Cs+].[Cs+].CC1(C)C2C(=C(P(C3C=CC=CC=3)C3C=CC=CC=3)C=CC=2)OC2C(P(C3C=CC=CC=3)C3C=CC=CC=3)=CC=CC1=2. The catalyst is C1C=CC(/C=C/C(/C=C/C2C=CC=CC=2)=O)=CC=1.C1C=CC(/C=C/C(/C=C/C2C=CC=CC=2)=O)=CC=1.C1C=CC(/C=C/C(/C=C/C2C=CC=CC=2)=O)=CC=1.[Pd].[Pd].O1CCOCC1. The product is [Br:10][C:6]1[CH:7]=[N:8][CH:9]=[C:2]([N:18]2[CH2:17][CH2:16][N:15]3[C:20](=[CH:21][C:22]4[CH2:23][C:12]([CH3:11])([CH3:25])[CH2:13][C:14]=43)[C:19]2=[O:24])[C:3]=1[CH:4]=[O:5]. The yield is 0.700. (5) The reactants are [CH:1]1([C:4]([CH:26]2[CH2:28][CH2:27]2)([C:6]2[S:7][C:8]([C:11]3[CH:16]=[C:15]([N+:17]([O-])=O)[CH:14]=[C:13]([N:20]4[CH2:25][CH2:24][O:23][CH2:22][CH2:21]4)[CH:12]=3)=[CH:9][N:10]=2)[OH:5])[CH2:3][CH2:2]1.C(O)(=O)C. The catalyst is C(OCC)(=O)C.[Pd]. The product is [NH2:17][C:15]1[CH:16]=[C:11]([C:8]2[S:7][C:6]([C:4]([CH:1]3[CH2:2][CH2:3]3)([CH:26]3[CH2:28][CH2:27]3)[OH:5])=[N:10][CH:9]=2)[CH:12]=[C:13]([N:20]2[CH2:25][CH2:24][O:23][CH2:22][CH2:21]2)[CH:14]=1. The yield is 1.00.